From a dataset of Catalyst prediction with 721,799 reactions and 888 catalyst types from USPTO. Predict which catalyst facilitates the given reaction. (1) Reactant: [Cl:1][C:2]1[CH:7]=[C:6]([Cl:8])[CH:5]=[CH:4][C:3]=1[CH2:9][N:10]1[C:15](=[O:16])[C:14]([C:17]([NH:19][CH2:20][C:21]([O:23]CC)=[O:22])=[O:18])=[C:13]([OH:26])[C:12]([C:27](OC)=[O:28])=[C:11]1[OH:31].[C:32]([NH2:37])([CH2:35][CH3:36])([CH3:34])[CH3:33]. Product: [Cl:1][C:2]1[CH:7]=[C:6]([Cl:8])[CH:5]=[CH:4][C:3]=1[CH2:9][N:10]1[C:11]([OH:31])=[C:12]([C:27]([NH:37][C:32]([CH3:34])([CH3:33])[CH2:35][CH3:36])=[O:28])[C:13]([OH:26])=[C:14]([C:17]([NH:19][CH2:20][C:21]([OH:23])=[O:22])=[O:18])[C:15]1=[O:16]. The catalyst class is: 22. (2) Reactant: [C:1]([C:4]1[CH:9]=[CH:8][C:7]([CH:10]2[C:14]3[C:15]([CH3:29])=[C:16]([NH:21][C:22](=[O:28])[CH2:23][C:24]([CH3:27])([CH3:26])[CH3:25])[C:17]([CH3:20])=[C:18]([CH3:19])[C:13]=3[O:12][CH2:11]2)=[CH:6][CH:5]=1)(=[O:3])[CH3:2].[CH3:30][Mg]Br. Product: [OH:3][C:1]([C:4]1[CH:9]=[CH:8][C:7]([CH:10]2[C:14]3[C:15]([CH3:29])=[C:16]([NH:21][C:22](=[O:28])[CH2:23][C:24]([CH3:25])([CH3:27])[CH3:26])[C:17]([CH3:20])=[C:18]([CH3:19])[C:13]=3[O:12][CH2:11]2)=[CH:6][CH:5]=1)([CH3:30])[CH3:2]. The catalyst class is: 175. (3) Reactant: [CH2:1]=[C:2]1[CH2:7][CH2:6][CH:5]([C:8]([NH2:10])=O)[CH2:4][CH2:3]1.[H-].[Al+3].[Li+].[H-].[H-].[H-].C(N(CC)CC)C.Cl[C:25]([O:27][CH2:28][C:29]1[CH:34]=[CH:33][CH:32]=[CH:31][CH:30]=1)=[O:26]. Product: [CH2:1]=[C:2]1[CH2:7][CH2:6][CH:5]([CH2:8][NH:10][C:25](=[O:26])[O:27][CH2:28][C:29]2[CH:34]=[CH:33][CH:32]=[CH:31][CH:30]=2)[CH2:4][CH2:3]1. The catalyst class is: 677. (4) Reactant: [NH2:1][C:2]1[C:3]2[N:10]([C:11]3[CH:16]=[CH:15][C:14]([NH2:17])=[C:13]([O:18][CH3:19])[CH:12]=3)[N:9]=[C:8]([CH:20]3[CH2:25][CH2:24][N:23](C(OC(C)(C)C)=O)[CH2:22][CH2:21]3)[C:4]=2[N:5]=[CH:6][N:7]=1.[C:33]1(N=C=O)[CH:38]=[CH:37][CH:36]=[CH:35][CH:34]=1.NC1C2N(C3C=CC([NH:58][C:59](C4N(C)C5C(C=4)=CC=CC=5)=[O:60])=C(OC)C=3)N=C(C3CCNCC3)C=2N=CN=1.CO[C@@H]1[C@@H](C(OC)=O)[C@@H]2[C@@H](CN3[C@H](C2)C2NC4C=C(OC)C=CC=4C=2CC3)C[C@H]1OC(C1C=C(OC)C(OC)=C(OC)C=1)=O. Product: [NH2:1][C:2]1[C:3]2[N:10]([C:11]3[CH:16]=[CH:15][C:14]([N:17]([C:33]4[CH:38]=[CH:37][CH:36]=[CH:35][CH:34]=4)[C:59]([NH2:58])=[O:60])=[C:13]([O:18][CH3:19])[CH:12]=3)[N:9]=[C:8]([CH:20]3[CH2:21][CH2:22][NH:23][CH2:24][CH2:25]3)[C:4]=2[N:5]=[CH:6][N:7]=1. The catalyst class is: 10. (5) Reactant: [F:1][C:2]1[CH:7]=[CH:6][C:5]([C:8]#[C:9][C:10]2[CH:15]=[CH:14][N:13]=[C:12]([NH:16][C:17]([NH2:19])=[O:18])[CH:11]=2)=[C:4]([CH3:20])[CH:3]=1.[H][H]. Product: [F:1][C:2]1[CH:7]=[CH:6][C:5]([CH2:8][CH2:9][C:10]2[CH:15]=[CH:14][N:13]=[C:12]([NH:16][C:17]([NH2:19])=[O:18])[CH:11]=2)=[C:4]([CH3:20])[CH:3]=1. The catalyst class is: 687.